From a dataset of Reaction yield outcomes from USPTO patents with 853,638 reactions. Predict the reaction yield, written as a fraction of the theoretical maximum amount of product (1.0 means a 100% yield; for example, 0.34 means a 34% yield). The reactants are [Cl:1][C:2]1[CH:3]=[C:4]([C@@:8]([C@@H:11]2[CH2:16][CH2:15][CH2:14][N:13]([C:17]([O:19][C:20]([CH3:23])([CH3:22])[CH3:21])=[O:18])[CH2:12]2)([OH:10])[CH3:9])[CH:5]=[CH:6][CH:7]=1.[H-].[Na+].I[CH2:27][C:28]([O:30][CH2:31][CH3:32])=[O:29]. The catalyst is C1COCC1. The product is [Cl:1][C:2]1[CH:3]=[C:4]([C@@:8]([C@@H:11]2[CH2:16][CH2:15][CH2:14][N:13]([C:17]([O:19][C:20]([CH3:23])([CH3:22])[CH3:21])=[O:18])[CH2:12]2)([O:10][CH2:27][C:28]([O:30][CH2:31][CH3:32])=[O:29])[CH3:9])[CH:5]=[CH:6][CH:7]=1. The yield is 0.140.